Task: Predict the product of the given reaction.. Dataset: Forward reaction prediction with 1.9M reactions from USPTO patents (1976-2016) (1) Given the reactants [Br:1][C:2]1[CH:7]=[CH:6][N:5]=[C:4]([OH:8])[CH:3]=1.[H-].[Na+].[Br-].[Li+].Br[CH2:14][CH2:15][C:16]([CH3:19])([CH3:18])[CH3:17], predict the reaction product. The product is: [Br:1][C:2]1[CH:7]=[CH:6][N:5]([CH2:14][CH2:15][C:16]([CH3:19])([CH3:18])[CH3:17])[C:4](=[O:8])[CH:3]=1. (2) Given the reactants [Br:1][C:2]1[CH:7]=[CH:6][NH:5][C:4](=[O:8])[CH:3]=1.C([O-])([O-])=O.[K+].[K+].I[CH2:16][CH2:17][OH:18], predict the reaction product. The product is: [Br:1][C:2]1[CH:7]=[CH:6][N:5]([CH2:16][CH2:17][OH:18])[C:4](=[O:8])[CH:3]=1. (3) Given the reactants C(OC([N:8]([CH3:18])[C@@H:9]([CH2:13][C:14]([CH3:17])([CH3:16])C)[C:10]([OH:12])=O)=O)(C)(C)C.[F:19][C:20]([F:37])([F:36])[C:21]1[CH:22]=[C:23]([N:27]2[CH2:31][C@@H:30]3[C@@H:32]([NH2:35])[CH2:33][CH2:34][C@@H:29]3[CH2:28]2)[CH:24]=[CH:25][CH:26]=1.FC(F)(F)C1N=C(N2C[C@@H]3[C@@H](N)CC[C@@H]3C2)C=CC=1, predict the reaction product. The product is: [CH3:18][NH:8][C@H:9]([C:10]([NH:35][C@@H:32]1[C@@H:30]2[C@@H:29]([CH2:28][N:27]([C:23]3[CH:24]=[CH:25][CH:26]=[C:21]([C:20]([F:37])([F:19])[F:36])[CH:22]=3)[CH2:31]2)[CH2:34][CH2:33]1)=[O:12])[CH2:13][CH:14]([CH3:16])[CH3:17]. (4) Given the reactants FC1C=C(C(Cl)=O)C=CC=1.[F:11][C:12]1[CH:13]=[C:14]([C:18]([N:20]=[C:21]=[S:22])=[O:19])[CH:15]=[CH:16][CH:17]=1.[CH3:23][O:24][C:25]1[CH:26]=[C:27]2[C:32](=[CH:33][C:34]=1[O:35][CH3:36])[N:31]=[CH:30][CH:29]=[C:28]2[O:37][C:38]1[CH:44]=[CH:43][C:41]([NH2:42])=[C:40]([CH3:45])[CH:39]=1.C1(C)C=CC=CC=1, predict the reaction product. The product is: [F:11][C:12]1[CH:13]=[C:14]([C:18]([N:20]=[C:21]=[S:22])=[O:19])[CH:15]=[CH:16][CH:17]=1.[CH3:23][O:24][C:25]1[CH:26]=[C:27]2[C:32](=[CH:33][C:34]=1[O:35][CH3:36])[N:31]=[CH:30][CH:29]=[C:28]2[O:37][C:38]1[CH:44]=[CH:43][C:41]([NH:42][C:21]([NH:20][C:18](=[O:19])[C:14]2[CH:15]=[CH:16][CH:17]=[C:12]([F:11])[CH:13]=2)=[S:22])=[C:40]([CH3:45])[CH:39]=1.